Task: Regression. Given a peptide amino acid sequence and an MHC pseudo amino acid sequence, predict their binding affinity value. This is MHC class I binding data.. Dataset: Peptide-MHC class I binding affinity with 185,985 pairs from IEDB/IMGT The peptide sequence is YSFGYNNL. The MHC is H-2-Kb with pseudo-sequence H-2-Kb. The binding affinity (normalized) is 0.846.